From a dataset of Catalyst prediction with 721,799 reactions and 888 catalyst types from USPTO. Predict which catalyst facilitates the given reaction. (1) Reactant: [NH:1]1[CH2:6][CH2:5][CH:4]([O:7][C:8]2[CH:15]=[CH:14][C:13]([C:16]3[N:24]=[CH:23][N:22]=[C:21]4[C:17]=3[N:18]=[C:19]([C:25]3[CH:30]=[CH:29][C:28]([CH:31]5[CH2:36][CH2:35][N:34]([CH2:37][C:38]([F:41])([F:40])[F:39])[CH2:33][CH2:32]5)=[CH:27][CH:26]=3)[NH:20]4)=[CH:12][C:9]=2[C:10]#[N:11])[CH2:3][CH2:2]1.[OH:42][CH2:43][C:44](O)=[O:45].CCN(C(C)C)C(C)C.CN(C(ON1N=NC2C=CC=NC1=2)=[N+](C)C)C.F[P-](F)(F)(F)(F)F. Product: [OH:45][CH2:44][C:43]([N:1]1[CH2:2][CH2:3][CH:4]([O:7][C:8]2[CH:15]=[CH:14][C:13]([C:16]3[N:24]=[CH:23][N:22]=[C:21]4[C:17]=3[N:18]=[C:19]([C:25]3[CH:26]=[CH:27][C:28]([CH:31]5[CH2:36][CH2:35][N:34]([CH2:37][C:38]([F:40])([F:39])[F:41])[CH2:33][CH2:32]5)=[CH:29][CH:30]=3)[NH:20]4)=[CH:12][C:9]=2[C:10]#[N:11])[CH2:5][CH2:6]1)=[O:42]. The catalyst class is: 3. (2) Reactant: [CH3:1][S:2]([N:5]1[C:9]([C:10]2[CH:15]=[CH:14][CH:13]=[CH:12][CH:11]=2)=[CH:8][C:7]([CH:16]=O)=[CH:6]1)(=[O:4])=[O:3].C([CH2:25][NH2:26])C1C=CC=CC=1.C(O[BH-](OC(=O)C)OC(=O)C)(=O)C.[Na+].C(=O)([O-])O.[Na+]. Product: [CH3:1][S:2]([N:5]1[C:9]([C:10]2[CH:15]=[CH:14][CH:13]=[CH:12][CH:11]=2)=[CH:8][C:7]([CH2:16][NH:26][CH3:25])=[CH:6]1)(=[O:4])=[O:3]. The catalyst class is: 7. (3) Reactant: [CH3:1][O:2][C:3]1[CH:4]=[C:5]([CH:9]=[CH:10][C:11]=1[N+:12]([O-:14])=[O:13])[C:6](O)=[O:7].C(Cl)CCl.C1C=CC2N(O)N=[N:25][C:23]=2C=1.CN.C1COCC1. Product: [CH3:1][O:2][C:3]1[CH:4]=[C:5]([CH:9]=[CH:10][C:11]=1[N+:12]([O-:14])=[O:13])[C:6]([NH:25][CH3:23])=[O:7]. The catalyst class is: 3. (4) Reactant: [Cl:1][C:2]1[CH:7]=[CH:6][C:5]([CH2:8][C:9](Cl)=[O:10])=[CH:4][CH:3]=1.[CH3:12][O:13][C:14]1[O:18][C:17](=[O:19])[N:16]([C:20]2[CH:25]=[CH:24][C:23]([NH2:26])=[CH:22][CH:21]=2)[N:15]=1.C(Cl)Cl. Product: [CH3:12][O:13][C:14]1[O:18][C:17](=[O:19])[N:16]([C:20]2[CH:25]=[CH:24][C:23]([NH:26][C:9](=[O:10])[CH2:8][C:5]3[CH:6]=[CH:7][C:2]([Cl:1])=[CH:3][CH:4]=3)=[CH:22][CH:21]=2)[N:15]=1. The catalyst class is: 17. (5) Product: [Br:1][C:2]1[CH:3]=[C:4]([NH:18][S:19]([CH3:22])(=[O:21])=[O:20])[CH:5]=[C:6]([C:8]([C:10]2[CH:15]=[C:14]([CH3:16])[N:13]=[C:12]([O:24][CH3:23])[CH:11]=2)=[O:9])[CH:7]=1. Reactant: [Br:1][C:2]1[CH:3]=[C:4]([NH:18][S:19]([CH3:22])(=[O:21])=[O:20])[CH:5]=[C:6]([C:8]([C:10]2[CH:15]=[C:14]([CH3:16])[N:13]=[C:12](Cl)[CH:11]=2)=[O:9])[CH:7]=1.[CH3:23][O-:24].[Na+].Cl. The catalyst class is: 169. (6) Reactant: Cl[C:2]1[N:3]=[C:4]([NH:11][C:12]2[CH:17]=[CH:16][C:15]([O:18][CH3:19])=[C:14]([O:20][CH3:21])[CH:13]=2)[C:5]2[N:10]=[CH:9][S:8][C:6]=2[N:7]=1.[CH3:27][CH:53]([C:55]1C=[C:27]([CH:53]([CH3:55])[CH3:54])C(C2C=CC=CC=2P(C2CCCCC2)C2CCCCC2)=[C:27]([CH:53]([CH3:55])[CH3:54])C=1)[CH3:54].[C:56]([O-:59])([O-])=[O:57].[Cs+].[Cs+].O1[CH2:67][CH2:66]OCC1. Product: [CH3:21][O:20][C:14]1[CH:13]=[C:12]([NH:11][C:4]2[C:5]3[N:10]=[CH:9][S:8][C:6]=3[N:7]=[C:2]([N:3]3[CH2:67][CH2:66][CH:5]([NH:10][C:56](=[O:57])[O:59][C:53]([CH3:27])([CH3:54])[CH3:55])[CH2:4]3)[N:3]=2)[CH:17]=[CH:16][C:15]=1[O:18][CH3:19]. The catalyst class is: 110. (7) Reactant: Cl[C:2]1[CH:7]=[C:6]([O:8][CH2:9][CH:10]2[CH2:12][CH2:11]2)[N:5]=[C:4]([C:13]([O:15][CH3:16])=[O:14])[CH:3]=1.[CH2:17]([NH:19][C:20]([NH:22][C:23]1[CH:28]=[C:27]([C:29]2[S:30][CH:31]=[C:32]([C:34]([F:37])([F:36])[F:35])[N:33]=2)[C:26](B2OC(C)(C)C(C)(C)O2)=[CH:25][N:24]=1)=[O:21])[CH3:18].O1CCOCC1.C(=O)(O)[O-].[Na+]. Product: [CH:10]1([CH2:9][O:8][C:6]2[N:5]=[C:4]([C:13]([O:15][CH3:16])=[O:14])[CH:3]=[C:2]([C:26]3[CH:25]=[N:24][C:23]([NH:22][C:20]([NH:19][CH2:17][CH3:18])=[O:21])=[CH:28][C:27]=3[C:29]3[S:30][CH:31]=[C:32]([C:34]([F:37])([F:35])[F:36])[N:33]=3)[CH:7]=2)[CH2:12][CH2:11]1. The catalyst class is: 257. (8) Product: [F:17][C:16]([F:19])([F:18])[C:13]1[N:12]=[CH:11][C:10]([O:9][C:6]2[CH:5]=[CH:4][C:3]([CH2:1][CH2:2][OH:29])=[CH:8][CH:7]=2)=[CH:15][N:14]=1. The catalyst class is: 1. Reactant: [CH:1]([C:3]1[CH:8]=[CH:7][C:6]([O:9][C:10]2[CH:11]=[N:12][C:13]([C:16]([F:19])([F:18])[F:17])=[N:14][CH:15]=2)=[CH:5][CH:4]=1)=[CH2:2].B1C2CCCC1CCC2.[OH-:29].[Na+].OO. (9) Reactant: [CH2:1]([NH:3][CH2:4][CH3:5])[CH3:2].Cl[CH2:7][C:8]([CH3:10])=[CH2:9].[OH-].[Na+]. Product: [CH2:1]([N:3]([CH2:4][CH3:5])[CH2:7][C:8]([CH3:10])=[CH2:9])[CH3:2]. The catalyst class is: 22.